Dataset: Catalyst prediction with 721,799 reactions and 888 catalyst types from USPTO. Task: Predict which catalyst facilitates the given reaction. (1) Reactant: [C:1]([OH:13])(=[O:12])[CH2:2][C:3]([CH2:8][C:9]([OH:11])=[O:10])([C:5]([OH:7])=[O:6])[OH:4].[CH3:14][C:15]1[CH:16]=[CH:17][C:18]([C:21]([CH:23]([CH2:25][N:26]2[CH2:31][CH2:30][CH2:29][CH2:28][CH2:27]2)[CH3:24])=[O:22])=[CH:19][CH:20]=1. Product: [CH3:14][C:15]1[CH:16]=[CH:17][C:18]([C:21]([CH:23]([CH2:25][N:26]2[CH2:31][CH2:30][CH2:29][CH2:28][CH2:27]2)[CH3:24])=[O:22])=[CH:19][CH:20]=1.[C:1]([O-:13])(=[O:12])[CH2:2][C:3]([CH2:8][C:9]([O-:11])=[O:10])([C:5]([O-:7])=[O:6])[OH:4]. The catalyst class is: 41. (2) Reactant: [CH3:1][O:2][C:3]1[CH:4]=[C:5]([N:11]2[C:16](=[O:17])[NH:15][C:14]3[N:18]=[CH:19][CH:20]=[CH:21][C:13]=3[S:12]2(=[O:23])=[O:22])[CH:6]=[N:7][C:8]=1[O:9][CH3:10].[Cl:24][C:25]1[CH:32]=[C:31]([F:33])[CH:30]=[C:29]([F:34])[C:26]=1[CH2:27]O.CN(C(/N=N/C(N(C)C)=O)=O)C.C1(P(C2C=CC=CC=2)C2C=CC=CC=2)C=CC=CC=1.COC1C=C(N2C(=O)N(CC3C(C)=CC(F)=CN=3)C3C=CC=CC=3S2(=O)=O)C=C(OC)N=1. Product: [Cl:24][C:25]1[CH:32]=[C:31]([F:33])[CH:30]=[C:29]([F:34])[C:26]=1[CH2:27][N:15]1[C:14]2[N:18]=[CH:19][CH:20]=[CH:21][C:13]=2[S:12](=[O:22])(=[O:23])[N:11]([C:5]2[CH:6]=[N:7][C:8]([O:9][CH3:10])=[C:3]([O:2][CH3:1])[CH:4]=2)[C:16]1=[O:17]. The catalyst class is: 2. (3) Reactant: [C:1]([O:5][C:6]([NH:8][C:9]1[S:13][N:12]=[N:11][C:10]=1[C:14]([OH:16])=O)=[O:7])([CH3:4])([CH3:3])[CH3:2].[CH3:17][N:18](C(ON1N=NC2C=CC=CC1=2)=[N+](C)C)C.[B-](F)(F)(F)F.C(N(CC)C(C)C)(C)C.CN. Product: [CH3:17][NH:18][C:14]([C:10]1[N:11]=[N:12][S:13][C:9]=1[NH:8][C:6]([O:5][C:1]([CH3:2])([CH3:3])[CH3:4])=[O:7])=[O:16]. The catalyst class is: 3.